From a dataset of Peptide-MHC class I binding affinity with 185,985 pairs from IEDB/IMGT. Regression. Given a peptide amino acid sequence and an MHC pseudo amino acid sequence, predict their binding affinity value. This is MHC class I binding data. The peptide sequence is WAKRRPATF. The MHC is HLA-B08:02 with pseudo-sequence HLA-B08:02. The binding affinity (normalized) is 0.689.